Predict the product of the given reaction. From a dataset of Forward reaction prediction with 1.9M reactions from USPTO patents (1976-2016). Given the reactants BrC1C=CC(C(N2CCN(C3C(C)=CC(CC)=CN=3)CC2)=O)=CC=1.COC1C=CC(CN2CC(C)NC2=O)=CC=1.[CH2:41]([C:43]1[CH:44]=[C:45]([CH3:79])[C:46]([N:49]2[CH2:54][CH2:53][N:52]([C:55]([C:57]3[CH:62]=[CH:61][C:60]([N:63]4[CH:67]([CH3:68])[CH2:66][N:65](CC5C=CC(OC)=CC=5)[C:64]4=[O:78])=[CH:59][CH:58]=3)=[O:56])[CH2:51][CH2:50]2)=[N:47][CH:48]=1)[CH3:42], predict the reaction product. The product is: [CH2:41]([C:43]1[CH:44]=[C:45]([CH3:79])[C:46]([N:49]2[CH2:50][CH2:51][N:52]([C:55]([C:57]3[CH:58]=[CH:59][C:60]([N:63]4[CH:67]([CH3:68])[CH2:66][NH:65][C:64]4=[O:78])=[CH:61][CH:62]=3)=[O:56])[CH2:53][CH2:54]2)=[N:47][CH:48]=1)[CH3:42].